Predict the product of the given reaction. From a dataset of Forward reaction prediction with 1.9M reactions from USPTO patents (1976-2016). (1) The product is: [C:1]([O:5][C:6]([N:8]([CH3:29])[C@@H:9]([CH3:28])[C:10]([NH:12][C@@H:13]([CH2:18][C:19]1[CH:20]=[CH:21][C:22]([N+:25]([O-:27])=[O:26])=[CH:23][CH:24]=1)[C:14]([OH:16])=[O:15])=[O:11])=[O:7])([CH3:3])([CH3:4])[CH3:2]. Given the reactants [C:1]([O:5][C:6]([N:8]([CH3:29])[C@@H:9]([CH3:28])[C:10]([NH:12][C@@H:13]([CH2:18][C:19]1[CH:24]=[CH:23][C:22]([N+:25]([O-:27])=[O:26])=[CH:21][CH:20]=1)[C:14]([O:16]C)=[O:15])=[O:11])=[O:7])([CH3:4])([CH3:3])[CH3:2].[OH-].[Na+].CCOC(C)=O.Cl, predict the reaction product. (2) Given the reactants [C:1]([O:5][CH:6]([C:12]1[C:21]([CH3:22])=[CH:20][C:19]2[C:14](=[CH:15][C:16]([C:23]#[C:24][C:25]([OH:28])([CH3:27])[CH3:26])=[CH:17][CH:18]=2)[C:13]=1[C:29]1[CH:34]=[CH:33][C:32]([Cl:35])=[CH:31][CH:30]=1)[C:7]([O:9]CC)=[O:8])([CH3:4])([CH3:3])[CH3:2].BrC1C=C2C(C=C(C)C(C(OC(C)(C)C)C(OCC)=O)=C2C2C=CC(Cl)=CC=2)=CC=1.CC(O)(C#C)C.CCN(CC)CC.[NH4+].[Cl-], predict the reaction product. The product is: [C:1]([O:5][CH:6]([C:12]1[C:21]([CH3:22])=[CH:20][C:19]2[C:14](=[CH:15][C:16]([C:23]#[C:24][C:25]([OH:28])([CH3:27])[CH3:26])=[CH:17][CH:18]=2)[C:13]=1[C:29]1[CH:30]=[CH:31][C:32]([Cl:35])=[CH:33][CH:34]=1)[C:7]([OH:9])=[O:8])([CH3:2])([CH3:3])[CH3:4]. (3) Given the reactants C1([C@H](N)[C@H](C2C=CC=CC=2)N)C=CC=CC=1.CC(C)([O-])C.[K+].[CH3:23][C:24]1[CH:29]=[CH:28][CH:27]=[CH:26][C:25]=1[C:30]([CH:32]1[CH2:34][CH2:33]1)=[O:31], predict the reaction product. The product is: [CH:32]1([C@H:30]([C:25]2[CH:26]=[CH:27][CH:28]=[CH:29][C:24]=2[CH3:23])[OH:31])[CH2:33][CH2:34]1. (4) Given the reactants [C:1]([C:4]1[O:5][C:6]2[CH:12]=[CH:11][CH:10]=[CH:9][C:7]=2[CH:8]=1)(=[O:3])[CH3:2].[F:13][C:14]([F:24])([F:23])[C:15]([F:22])([F:21])[C:16](OCC)=[O:17], predict the reaction product. The product is: [O:5]1[C:6]2[CH:12]=[CH:11][CH:10]=[CH:9][C:7]=2[CH:8]=[C:4]1[C:1](=[O:3])[CH2:2][C:16](=[O:17])[C:15]([F:22])([F:21])[C:14]([F:24])([F:23])[F:13]. (5) Given the reactants Cl[C:2]1[CH:7]=C[C:5]([C@@H:8](CNC(C)C)[C:9]([N:11]2[CH2:16][CH2:15][N:14]([C:17]3[CH:22]=[CH:21][N:20]=[C:19]4[NH:23][CH:24]=[C:25]([NH:26]C(=O)CCC)[C:18]=34)[CH2:13][CH2:12]2)=O)=[CH:4][CH:3]=1.C(O[C:41](=[O:43])[CH3:42])(=O)C.C([O-])([O-])=O.[Na+].[Na+], predict the reaction product. The product is: [CH2:9]([N:11]1[CH2:16][CH2:15][N:14]([C:17]2[CH:22]=[CH:21][N:20]=[C:19]3[NH:23][CH:24]=[C:25]([NH:26][C:41](=[O:43])[CH3:42])[C:18]=23)[CH2:13][CH2:12]1)[C:8]1[CH:7]=[CH:2][CH:3]=[CH:4][CH:5]=1. (6) Given the reactants N[C@H](C(N)=O)CCCCNC(OC(C)(C)C)=O.[NH:18]([C:35]([O:37][CH2:38][CH:39]1[C:51]2[C:46](=[CH:47][CH:48]=[CH:49][CH:50]=2)[C:45]2[C:40]1=[CH:41][CH:42]=[CH:43][CH:44]=2)=[O:36])[C@H:19]([C:32]([NH2:34])=[O:33])[CH2:20][CH2:21][CH2:22][CH2:23][NH:24]C(OC(C)(C)C)=O.C(Cl)(OCC1C2C(=CC=CC=2)C2C1=CC=CC=2)=O.C([O-])([O-])=O.[Na+].[Na+], predict the reaction product. The product is: [NH:18]([C:35]([O:37][CH2:38][CH:39]1[C:40]2[C:45](=[CH:44][CH:43]=[CH:42][CH:41]=2)[C:46]2[C:51]1=[CH:50][CH:49]=[CH:48][CH:47]=2)=[O:36])[C@H:19]([C:32]([NH2:34])=[O:33])[CH2:20][CH2:21][CH2:22][CH2:23][NH2:24].